This data is from Catalyst prediction with 721,799 reactions and 888 catalyst types from USPTO. The task is: Predict which catalyst facilitates the given reaction. (1) Reactant: CC[N:3]([CH:7]([CH3:9])C)[CH:4]([CH3:6])C.[NH:10]([C:19]([O:21][C:22]([CH3:25])([CH3:24])[CH3:23])=[O:20])[C@@H:11]([C:16]([OH:18])=O)[CH2:12][CH:13]([CH3:15])[CH3:14].[CH:26]1C=CC2N(O)[N:33]=[N:32][C:30]=2[CH:31]=1.CN(C([O:43]N1N=NC2C=CC=CC1=2)=[N+](C)C)C.F[P-](F)(F)(F)(F)F. Product: [C:22]([O:21][C:19]([NH:10][C@@H:11]([CH2:12][CH:13]([CH3:14])[CH3:15])[C:16]([NH:33][NH:32][C:30](=[O:43])[CH2:31][CH:26]1[CH2:6][CH2:4][NH:3][CH2:7][CH2:9]1)=[O:18])=[O:20])([CH3:25])([CH3:24])[CH3:23]. The catalyst class is: 39. (2) Reactant: C1N=CN([C:6](N2C=NC=C2)=[O:7])C=1.[CH3:13][O:14][CH2:15][CH2:16][O:17][C:18]1[C:22]2[CH:23]=[N:24][C:25]([NH2:27])=[CH:26][C:21]=2[N:20]([C:28]([C:41]2[CH:46]=[CH:45][CH:44]=[CH:43][CH:42]=2)([C:35]2[CH:40]=[CH:39][CH:38]=[CH:37][CH:36]=2)[C:29]2[CH:34]=[CH:33][CH:32]=[CH:31][CH:30]=2)[N:19]=1.N1C=CN=C1.[NH2:52][C@@H:53]([C:59]1[CH:64]=[CH:63][CH:62]=[CH:61][CH:60]=1)[C:54]1([OH:58])[CH2:57][CH2:56][CH2:55]1. Product: [OH:58][C:54]1([C@H:53]([C:59]2[CH:64]=[CH:63][CH:62]=[CH:61][CH:60]=2)[NH:52][C:6]([NH:27][C:25]2[N:24]=[CH:23][C:22]3[C:18]([O:17][CH2:16][CH2:15][O:14][CH3:13])=[N:19][N:20]([C:28]([C:41]4[CH:46]=[CH:45][CH:44]=[CH:43][CH:42]=4)([C:35]4[CH:36]=[CH:37][CH:38]=[CH:39][CH:40]=4)[C:29]4[CH:34]=[CH:33][CH:32]=[CH:31][CH:30]=4)[C:21]=3[CH:26]=2)=[O:7])[CH2:55][CH2:56][CH2:57]1. The catalyst class is: 7.